Dataset: Catalyst prediction with 721,799 reactions and 888 catalyst types from USPTO. Task: Predict which catalyst facilitates the given reaction. (1) Reactant: [F:1][C:2]([F:23])([F:22])[C:3]1[CH:4]=[C:5]([S:9]([N:12]2[C:20]3[C:15](=[N:16][CH:17]=[C:18]([NH2:21])[CH:19]=3)[CH:14]=[N:13]2)(=[O:11])=[O:10])[CH:6]=[CH:7][CH:8]=1.C(N(CC)CC)C.[Cl:31][C:32]1[CH:40]=[CH:39][CH:38]=[C:37]([F:41])[C:33]=1[C:34](Cl)=[O:35]. Product: [Cl:31][C:32]1[CH:40]=[CH:39][CH:38]=[C:37]([F:41])[C:33]=1[C:34]([NH:21][C:18]1[CH:19]=[C:20]2[N:12]([S:9]([C:5]3[CH:6]=[CH:7][CH:8]=[C:3]([C:2]([F:1])([F:22])[F:23])[CH:4]=3)(=[O:11])=[O:10])[N:13]=[CH:14][C:15]2=[N:16][CH:17]=1)=[O:35]. The catalyst class is: 1. (2) Reactant: [CH:1]1([NH:4][C:5]2[N:10]=[C:9]([C:11]([O:13]C)=[O:12])[CH:8]=[C:7]([O:15]C)[N:6]=2)[CH2:3][CH2:2]1.Cl. Product: [CH:1]1([NH:4][C:5]2[NH:6][C:7](=[O:15])[CH:8]=[C:9]([C:11]([OH:13])=[O:12])[N:10]=2)[CH2:2][CH2:3]1. The catalyst class is: 15. (3) Reactant: [Br:1][C:2]1[CH:3]=[C:4]([CH:9]=[CH:10][C:11]=1[Cl:12])[C:5]([NH:7][NH2:8])=[O:6].[Cl:13][C:14]1[CH:15]=[CH:16][C:17]([OH:23])=[C:18]([C:20](=O)[CH3:21])[CH:19]=1. Product: [Br:1][C:2]1[CH:3]=[C:4]([CH:9]=[CH:10][C:11]=1[Cl:12])[C:5]([NH:7]/[N:8]=[C:20](/[C:18]1[CH:19]=[C:14]([Cl:13])[CH:15]=[CH:16][C:17]=1[OH:23])\[CH3:21])=[O:6]. The catalyst class is: 130. (4) Reactant: [Br:1][C:2]1[C:23]([O:24][CH3:25])=[CH:22][C:5]2[C:6]3[N:11]([CH:12]([CH2:14][CH3:15])[CH2:13][C:4]=2[CH:3]=1)[CH:10]=[C:9]([C:16]([O:18]CC)=[O:17])[C:8](=[O:21])[CH:7]=3.[OH-].[Li+].Cl. Product: [Br:1][C:2]1[C:23]([O:24][CH3:25])=[CH:22][C:5]2[C:6]3[N:11]([CH:12]([CH2:14][CH3:15])[CH2:13][C:4]=2[CH:3]=1)[CH:10]=[C:9]([C:16]([OH:18])=[O:17])[C:8](=[O:21])[CH:7]=3. The catalyst class is: 36. (5) Reactant: [Cl:1][C:2]1[N:3]=[C:4](Cl)[C:5]2[O:10][C:9]3[N:11]=[C:12]([C:16]4[CH:21]=[CH:20][CH:19]=[CH:18][CH:17]=4)[CH:13]=[C:14]([CH3:15])[C:8]=3[C:6]=2[N:7]=1.[CH3:23][CH2:24][O-:25].[Na+]. Product: [Cl:1][C:2]1[N:3]=[C:4]([O:25][CH2:24][CH3:23])[C:5]2[O:10][C:9]3[N:11]=[C:12]([C:16]4[CH:21]=[CH:20][CH:19]=[CH:18][CH:17]=4)[CH:13]=[C:14]([CH3:15])[C:8]=3[C:6]=2[N:7]=1. The catalyst class is: 8. (6) Reactant: C([O-])(=O)C.[Na+].[NH2:6][NH:7][C:8]([NH2:10])=[S:9].C(O)C.[CH3:14][C:15]1[C:23]2[C:18](=[N:19][CH:20]=[C:21]([CH:24]=O)[CH:22]=2)[NH:17][N:16]=1. Product: [CH3:14][C:15]1[C:23]2[C:18](=[N:19][CH:20]=[C:21]([CH:24]=[N:6][NH:7][C:8]([NH2:10])=[S:9])[CH:22]=2)[NH:17][N:16]=1. The catalyst class is: 6. (7) Product: [ClH:1].[ClH:32].[Cl:1][C:2]1[CH:3]=[C:4]([CH2:9][NH:10][CH:11]2[CH2:16][CH2:15][N:14]([CH2:17][CH2:18][N:19]3[C:28]4[C:23](=[N:24][CH:25]=[C:26]([O:29][CH3:30])[CH:27]=4)[CH:22]=[CH:21][C:20]3=[O:31])[CH2:13][CH2:12]2)[CH:5]=[CH:6][C:7]=1[Cl:8]. Reactant: [Cl:1][C:2]1[CH:3]=[C:4]([CH2:9][NH:10][CH:11]2[CH2:16][CH2:15][N:14]([CH2:17][CH2:18][N:19]3[C:28]4[C:23](=[N:24][CH:25]=[C:26]([O:29][CH3:30])[CH:27]=4)[CH:22]=[CH:21][C:20]3=[O:31])[CH2:13][CH2:12]2)[CH:5]=[CH:6][C:7]=1[Cl:8].[ClH:32]. The catalyst class is: 2.